From a dataset of Reaction yield outcomes from USPTO patents with 853,638 reactions. Predict the reaction yield, written as a fraction of the theoretical maximum amount of product (1.0 means a 100% yield; for example, 0.34 means a 34% yield). (1) The reactants are [N+:1]([C:4]1[CH:5]=[CH:6][C:7]([C:10]2[O:14][CH:13]=[N:12][CH:11]=2)=[N:8][CH:9]=1)([O-])=O. The catalyst is CCO.[Pd]. The product is [O:14]1[C:10]([C:7]2[N:8]=[CH:9][C:4]([NH2:1])=[CH:5][CH:6]=2)=[CH:11][N:12]=[CH:13]1. The yield is 0.240. (2) The reactants are [H-].[Na+].[NH:3]1[CH2:7][CH2:6][N:5]2[N:8]=[CH:9][CH:10]=[C:4]12.Br[CH2:12][CH2:13][CH2:14][NH:15][C:16](=[O:22])[O:17][C:18]([CH3:21])([CH3:20])[CH3:19].O. The catalyst is CN(C=O)C. The product is [N:3]1([CH2:12][CH2:13][CH2:14][NH:15][C:16](=[O:22])[O:17][C:18]([CH3:21])([CH3:20])[CH3:19])[CH2:7][CH2:6][N:5]2[N:8]=[CH:9][CH:10]=[C:4]12. The yield is 0.310. (3) The reactants are [CH2:1]([N:3]([CH2:23][CH3:24])[C:4]([CH:6]1[C:18]2[C:17]3[C:12](=[CH:13][CH:14]=[CH:15][C:16]=3[F:19])[N:11]([CH2:20][CH2:21][OH:22])[C:10]=2[CH2:9][CH2:8][CH2:7]1)=[O:5])[CH3:2].C(N(CC)C(C1C2C3C(=CC(F)=CC=3)N(CCO)C=2CCC1)=O)C.N1C=CC=CC=1.[CH3:55][S:56](Cl)(=[O:58])=[O:57]. The catalyst is ClCCl. The product is [CH2:1]([N:3]([CH2:23][CH3:24])[C:4]([CH:6]1[C:18]2[C:13]3[C:12](=[CH:17][C:16]([F:19])=[CH:15][CH:14]=3)[N:11]([CH2:20][CH2:21][O:22][S:56]([CH3:55])(=[O:58])=[O:57])[C:10]=2[CH2:9][CH2:8][CH2:7]1)=[O:5])[CH3:2]. The yield is 0.0100. (4) The reactants are [Cl:1][C:2]1[CH:10]=[CH:9][C:5]([C:6](Cl)=[O:7])=[CH:4][CH:3]=1.[CH3:11][NH2:12]. The catalyst is ClCCl.C(O)C. The product is [Cl:1][C:2]1[CH:10]=[CH:9][C:5]([C:6]([NH:12][CH3:11])=[O:7])=[CH:4][CH:3]=1. The yield is 0.970.